Dataset: Full USPTO retrosynthesis dataset with 1.9M reactions from patents (1976-2016). Task: Predict the reactants needed to synthesize the given product. (1) Given the product [CH3:25][C:20]1[CH:19]=[C:18]([N:5]([CH2:6][CH2:7][C:8]2[CH:9]=[N:10][C:11]([C:14]([F:17])([F:16])[F:15])=[CH:12][CH:13]=2)[C:3](=[O:4])[CH2:2][N:28]2[C:29]3[CH:35]=[CH:34][CH:33]=[CH:32][C:30]=3[N:31]=[C:27]2[CH3:26])[CH:23]=[CH:22][C:21]=1[CH3:24], predict the reactants needed to synthesize it. The reactants are: Br[CH2:2][C:3]([N:5]([C:18]1[CH:23]=[CH:22][C:21]([CH3:24])=[C:20]([CH3:25])[CH:19]=1)[CH2:6][CH2:7][C:8]1[CH:9]=[N:10][C:11]([C:14]([F:17])([F:16])[F:15])=[CH:12][CH:13]=1)=[O:4].[CH3:26][C:27]1[NH:28][C:29]2[CH:35]=[CH:34][CH:33]=[CH:32][C:30]=2[N:31]=1.C(=O)([O-])[O-].[K+].[K+]. (2) Given the product [CH3:5][N:6]1[CH:7]=[C:8]([N+:10]([O-:12])=[O:11])[CH:9]=[C:4]([CH3:1])[C:14]1=[O:17], predict the reactants needed to synthesize it. The reactants are: [CH3:1]I.Cl[C:4]1[C:5](O)=[N:6][CH:7]=[C:8]([N+:10]([O-:12])=[O:11])[CH:9]=1.[C:14]([O-:17])([O-])=O.[K+].[K+]. (3) Given the product [CH3:1][N:2]([S:23]([C:26]1[S:27][CH:28]=[CH:29][N:30]=1)(=[O:24])=[O:25])[C:3]1[CH:4]=[CH:5][CH:6]=[C:7]2[C:11]=1[NH:10][C:9]([C:12]1[S:13][CH:14]([CH2:17][C:18]([OH:20])=[O:19])[CH2:15][N:16]=1)=[CH:8]2, predict the reactants needed to synthesize it. The reactants are: [CH3:1][N:2]([S:23]([C:26]1[S:27][CH:28]=[CH:29][N:30]=1)(=[O:25])=[O:24])[C:3]1[CH:4]=[CH:5][CH:6]=[C:7]2[C:11]=1[NH:10][C:9]([C:12]1[S:13][CH:14]([CH2:17][C:18]([O:20]CC)=[O:19])[CH2:15][N:16]=1)=[CH:8]2.O1CCCC1.C(O)C.[OH-].[Na+].